Dataset: Reaction yield outcomes from USPTO patents with 853,638 reactions. Task: Predict the reaction yield, written as a fraction of the theoretical maximum amount of product (1.0 means a 100% yield; for example, 0.34 means a 34% yield). (1) The reactants are [O:1]=[CH:2][C:3]1[CH:11]=[CH:10][C:7]([O:8][CH3:9])=[C:5]([OH:6])[CH:4]=1.CC1C=CC(S(O[CH2:23][CH2:24][C:25]#[C:26][CH2:27][CH2:28][CH2:29][CH3:30])(=O)=O)=CC=1. No catalyst specified. The product is [CH3:9][O:8][C:7]1[CH:10]=[CH:11][C:3]([CH:2]=[O:1])=[CH:4][C:5]=1[O:6][CH2:23][CH2:24][C:25]#[C:26][CH2:27][CH2:28][CH2:29][CH3:30]. The yield is 0.340. (2) The reactants are [Cl:1][C:2]1[CH:3]=[C:4]([C:10]2[N:15]=[N:14][C:13]([O:16][CH2:17][C:18]3[CH:25]=[CH:24][C:21]([CH:22]=O)=[CH:20][CH:19]=3)=[N:12][CH:11]=2)[CH:5]=[C:6]([Cl:9])[C:7]=1[OH:8].[C:26]1([CH2:36][NH2:37])[C:35]2[C:30](=[CH:31][CH:32]=[CH:33][CH:34]=2)[CH:29]=[CH:28][CH:27]=1. The catalyst is ClCCl.C(O)(=O)C. The product is [Cl:9][C:6]1[CH:5]=[C:4]([C:10]2[N:15]=[N:14][C:13]([O:16][CH2:17][C:18]3[CH:25]=[CH:24][C:21]([CH2:22][NH:37][CH2:36][C:26]4[C:35]5[C:30](=[CH:31][CH:32]=[CH:33][CH:34]=5)[CH:29]=[CH:28][CH:27]=4)=[CH:20][CH:19]=3)=[N:12][CH:11]=2)[CH:3]=[C:2]([Cl:1])[C:7]=1[OH:8]. The yield is 0.640. (3) The reactants are Cl.O1CCOCC1.[CH2:8]([O:15][C:16]([NH:18][C@H:19]1[C@@H:24]([F:25])[CH2:23][CH2:22][N:21](C(OC(C)(C)C)=O)[CH2:20]1)=[O:17])[C:9]1[CH:14]=[CH:13][CH:12]=[CH:11][CH:10]=1. The catalyst is C(Cl)Cl. The product is [CH2:8]([O:15][C:16](=[O:17])[NH:18][C@H:19]1[C@@H:24]([F:25])[CH2:23][CH2:22][NH:21][CH2:20]1)[C:9]1[CH:14]=[CH:13][CH:12]=[CH:11][CH:10]=1. The yield is 0.940. (4) The reactants are Cl.[Cl:2][C:3]1[CH:8]=[CH:7][C:6]([S:9]([N:12]2[CH:17]=[C:16]([F:18])[C:15]([N:19]=CN(C)C)=[N:14][C:13]2=[O:24])(=[O:11])=[O:10])=[CH:5][CH:4]=1. The catalyst is O1CCOCC1. The product is [NH2:19][C:15]1[C:16]([F:18])=[CH:17][N:12]([S:9]([C:6]2[CH:5]=[CH:4][C:3]([Cl:2])=[CH:8][CH:7]=2)(=[O:11])=[O:10])[C:13](=[O:24])[N:14]=1. The yield is 0.860. (5) The reactants are [CH:1]([NH:3][NH:4][C:5]([C:7]1([C:10]2[S:11][C:12]([C:15]3[CH:20]=[C:19]([NH:21][C:22]4[N:27]=[C:26]([C:28]([F:31])([F:30])[F:29])[CH:25]=[CH:24][N:23]=4)[CH:18]=[C:17]([CH3:32])[CH:16]=3)=[CH:13][N:14]=2)[CH2:9][CH2:8]1)=O)=[O:2].CC[N+](S(N=C(OC)[O-])(=O)=O)(CC)CC. The catalyst is C1COCC1. The product is [CH3:32][C:17]1[CH:18]=[C:19]([NH:21][C:22]2[N:27]=[C:26]([C:28]([F:30])([F:31])[F:29])[CH:25]=[CH:24][N:23]=2)[CH:20]=[C:15]([C:12]2[S:11][C:10]([C:7]3([C:5]4[O:2][CH:1]=[N:3][N:4]=4)[CH2:8][CH2:9]3)=[N:14][CH:13]=2)[CH:16]=1. The yield is 0.220. (6) The reactants are [Br:1][C:2]1[CH:3]=[C:4]([Cl:21])[C:5]2[O:20][C:9]3[CH2:10][CH2:11][N:12]([C:15]([O:17][CH2:18][CH3:19])=[O:16])[CH:13]=[CH:14][C:8]=3[C:6]=2[CH:7]=1.FC(F)(F)C(O)=O.C([SiH](CC)CC)C. No catalyst specified. The product is [Br:1][C:2]1[CH:3]=[C:4]([Cl:21])[C:5]2[O:20][C:9]3[CH2:10][CH2:11][N:12]([C:15]([O:17][CH2:18][CH3:19])=[O:16])[CH2:13][CH2:14][C:8]=3[C:6]=2[CH:7]=1. The yield is 0.960. (7) The reactants are [C:1]([NH:4][C@@:5]1([C:13]([NH:15][C:16]([CH3:19])([CH3:18])[CH3:17])=[O:14])[CH2:9][CH2:8][O:7][C@@H:6]1[CH2:10][CH:11]=[CH2:12])(=[O:3])[CH3:2].[CH3:20][C:21]1([CH3:28])[C:25]([CH3:27])([CH3:26])[O:24][BH:23][O:22]1.O. The catalyst is ClCCl.[Ir+].ClC1CCC=CCCC=1.C1(P(C2C=CC=CC=2)CCP(C2C=CC=CC=2)C2C=CC=CC=2)C=CC=CC=1. The product is [C:1]([NH:4][C@@:5]1([C:13]([NH:15][C:16]([CH3:19])([CH3:18])[CH3:17])=[O:14])[CH2:9][CH2:8][O:7][C@@H:6]1[CH2:10][CH2:11][CH2:12][B:23]1[O:24][C:25]([CH3:27])([CH3:26])[C:21]([CH3:28])([CH3:20])[O:22]1)(=[O:3])[CH3:2]. The yield is 0.630.